Dataset: Reaction yield outcomes from USPTO patents with 853,638 reactions. Task: Predict the reaction yield, written as a fraction of the theoretical maximum amount of product (1.0 means a 100% yield; for example, 0.34 means a 34% yield). (1) The reactants are C(NC(C)C)(C)C.[Li].C([Li])CCC.[Br:14][C:15]1[CH:16]=[CH:17][C:18]([F:21])=[N:19][CH:20]=1.[CH:22](N1CCCCC1)=[O:23]. The catalyst is C1COCC1. The product is [Br:14][C:15]1[CH:16]=[C:17]([CH:22]=[O:23])[C:18]([F:21])=[N:19][CH:20]=1. The yield is 0.520. (2) The reactants are O=P12OP3(OP(OP(O3)(O1)=O)(=O)O2)=O.[CH3:15][O:16][CH2:17][O:18][CH3:19].[Br:20][C:21]1[CH:22]=[C:23]([CH2:28][C:29]([CH3:31])=[O:30])[CH:24]=[CH:25]C=1O. The catalyst is C1(C)C=CC=CC=1. The product is [Br:20][C:21]1[CH:22]=[C:23]([CH2:28][C:29]([CH3:31])=[O:30])[CH:24]=[CH:25][C:15]=1[O:16][CH2:17][O:18][CH3:19]. The yield is 1.00. (3) The reactants are [CH2:1]([O:3][C:4](=[O:19])[C:5]([C:10]([C:12]1[C:17](F)=[CH:16][CH:15]=[CH:14][N:13]=1)=[O:11])=[CH:6][N:7]([CH3:9])C)[CH3:2].[O-]P([O-])([O-])=O.[K+].[K+].[K+].[C:28]1([C:36]2[CH:41]=[CH:40][CH:39]=[CH:38][CH:37]=2)[CH:33]=[CH:32][CH:31]=[CH:30][C:29]=1CN. The catalyst is CC(N(C)C)=O. The product is [CH2:1]([O:3][C:4]([C:5]1[C:10](=[O:11])[C:12]2[C:17](=[CH:16][CH:15]=[CH:14][N:13]=2)[N:7]([CH2:9][C:41]2[CH:40]=[CH:39][CH:38]=[CH:37][C:36]=2[C:28]2[CH:29]=[CH:30][CH:31]=[CH:32][CH:33]=2)[CH:6]=1)=[O:19])[CH3:2]. The yield is 0.350. (4) The reactants are [CH2:1]([C:3]1[CH2:4][CH:5]2[CH:8]([CH:9]=1)[C:7](=O)[CH2:6]2)[CH3:2].[C:11]([O:21][C:22]([CH3:25])([CH3:24])[CH3:23])(=[O:20])[CH2:12][C:13]([O:15][C:16]([CH3:19])([CH3:18])[CH3:17])=[O:14].N1C=CC=CC=1. The catalyst is Cl[Ti](Cl)(Cl)Cl.C1COCC1. The product is [CH2:1]([C:3]1[CH2:4][CH:5]2[CH:8]([CH:9]=1)[C:7](=[C:12]([C:13]([O:15][C:16]([CH3:19])([CH3:18])[CH3:17])=[O:14])[C:11]([O:21][C:22]([CH3:25])([CH3:23])[CH3:24])=[O:20])[CH2:6]2)[CH3:2]. The yield is 0.920.